From a dataset of Forward reaction prediction with 1.9M reactions from USPTO patents (1976-2016). Predict the product of the given reaction. (1) Given the reactants O[C@H:2](C)[CH2:3][N:4]1[CH2:9][CH2:8][C@H:7]([O:10][C:11](=[O:16])[C:12]([CH3:15])([CH3:14])[CH3:13])[C@@H:6]([CH3:17])[CH2:5]1.[CH2:19]([N:21]([CH2:24][CH3:25])[CH2:22][CH3:23])C.S(OS(C(F)(F)F)(=O)=O)(C(F)(F)F)(=O)=O.[C:41]([O:45][C:46](=[O:54])[NH:47][CH:48]1CCNCC1)([CH3:44])([CH3:43])[CH3:42], predict the reaction product. The product is: [C:41]([O:45][C:46]([NH:47][CH:48]1[CH2:25][CH2:24][N:21]([CH2:19][C@@H:3]([N:4]2[CH2:9][CH2:8][C@H:7]([O:10][C:11](=[O:16])[C:12]([CH3:13])([CH3:14])[CH3:15])[C@@H:6]([CH3:17])[CH2:5]2)[CH3:2])[CH2:22][CH2:23]1)=[O:54])([CH3:44])([CH3:43])[CH3:42]. (2) Given the reactants [OH:1][C:2]1[CH:9]=[CH:8][CH:7]=[C:6]([O:10][CH3:11])[C:3]=1[CH:4]=[O:5].[CH2:12](Br)/[CH:13]=[C:14](/[CH2:16][CH2:17][CH:18]=[C:19]([CH3:21])[CH3:20])\[CH3:15].C(=O)([O-])[O-].[K+].[K+], predict the reaction product. The product is: [CH3:15]/[C:14](/[CH2:16][CH2:17][CH:18]=[C:19]([CH3:21])[CH3:20])=[CH:13]\[CH2:12][O:1][C:2]1[CH:9]=[CH:8][CH:7]=[C:6]([O:10][CH3:11])[C:3]=1[CH:4]=[O:5].